From a dataset of Catalyst prediction with 721,799 reactions and 888 catalyst types from USPTO. Predict which catalyst facilitates the given reaction. Reactant: [C:1]1([C:7]2[C:8]3[CH:18]=[CH:17][CH:16]=[CH:15][C:9]=3[NH:10][C:11](=O)[CH2:12][N:13]=2)[CH:6]=[CH:5][CH:4]=[CH:3][CH:2]=1.[H-].[Na+].[NH2:21][CH2:22][CH2:23][CH2:24][N:25]1[CH2:30][CH2:29][CH:28]([C:31]2[CH:32]=[C:33]([NH:37][C:38](=[O:40])[CH3:39])[CH:34]=[CH:35][CH:36]=2)[CH2:27][CH2:26]1. Product: [C:1]1([C:7]2[C:8]3[CH:18]=[CH:17][CH:16]=[CH:15][C:9]=3[N:10]=[C:11]([NH:21][CH2:22][CH2:23][CH2:24][N:25]3[CH2:30][CH2:29][CH:28]([C:31]4[CH:32]=[C:33]([NH:37][C:38](=[O:40])[CH3:39])[CH:34]=[CH:35][CH:36]=4)[CH2:27][CH2:26]3)[CH2:12][N:13]=2)[CH:6]=[CH:5][CH:4]=[CH:3][CH:2]=1. The catalyst class is: 3.